This data is from Reaction yield outcomes from USPTO patents with 853,638 reactions. The task is: Predict the reaction yield, written as a fraction of the theoretical maximum amount of product (1.0 means a 100% yield; for example, 0.34 means a 34% yield). (1) The reactants are Br[C:2]1[CH:3]=[C:4]2[C:9](=[CH:10][CH:11]=1)[C:8]([CH2:12][N:13]1[C:19](=[O:20])[C@@H:18]([NH:21][C:22](=[O:34])[C@@H:23]([N:25]([C:27]([O:29][C:30]([CH3:33])([CH3:32])[CH3:31])=[O:28])[CH3:26])[CH3:24])[CH2:17][O:16][C:15]3[C:35]([C:39]([O:41][CH3:42])=[O:40])=[CH:36][CH:37]=[CH:38][C:14]1=3)=[C:7]([O:43][CH3:44])[CH:6]=[CH:5]2. The catalyst is CO.[Pd]. The product is [C:30]([O:29][C:27]([N:25]([CH3:26])[C@@H:23]([CH3:24])[C:22]([NH:21][C@H:18]1[CH2:17][O:16][C:15]2[C:35]([C:39]([O:41][CH3:42])=[O:40])=[CH:36][CH:37]=[CH:38][C:14]=2[N:13]([CH2:12][C:8]2[C:9]3[C:4](=[CH:3][CH:2]=[CH:11][CH:10]=3)[CH:5]=[CH:6][C:7]=2[O:43][CH3:44])[C:19]1=[O:20])=[O:34])=[O:28])([CH3:32])([CH3:33])[CH3:31]. The yield is 0.970. (2) The reactants are [C:1]([O:5][C:6]([N:8]1[CH2:11][CH:10]([C:12]2[CH:13]=[C:14]3[CH:20]=[CH:19][NH:18][C:15]3=[N:16][CH:17]=2)[CH2:9]1)=[O:7])([CH3:4])([CH3:3])[CH3:2].[H-].[Na+].[C:23]1([S:29](Cl)(=[O:31])=[O:30])[CH:28]=[CH:27][CH:26]=[CH:25][CH:24]=1. The catalyst is CC(N(C)C)=O.O.C(OCC)(=O)C. The product is [C:1]([O:5][C:6]([N:8]1[CH2:11][CH:10]([C:12]2[CH:13]=[C:14]3[CH:20]=[CH:19][N:18]([S:29]([C:23]4[CH:28]=[CH:27][CH:26]=[CH:25][CH:24]=4)(=[O:31])=[O:30])[C:15]3=[N:16][CH:17]=2)[CH2:9]1)=[O:7])([CH3:4])([CH3:2])[CH3:3]. The yield is 0.120. (3) The catalyst is CO. The reactants are C(OC[N:9]1[C:13]2[N:14]=[N:15][CH:16]=[C:17]([C:18]3[CH:19]=[N:20][N:21]([C:23]4([CH2:27][C:28]#[N:29])[CH2:26][CH2:25][CH2:24]4)[CH:22]=3)[C:12]=2[CH:11]=[CH:10]1)(=O)C(C)(C)C.[OH-].[Na+]. The yield is 0.362. The product is [N:14]1[C:13]2[NH:9][CH:10]=[CH:11][C:12]=2[C:17]([C:18]2[CH:19]=[N:20][N:21]([C:23]3([CH2:27][C:28]#[N:29])[CH2:26][CH2:25][CH2:24]3)[CH:22]=2)=[CH:16][N:15]=1. (4) The reactants are [F:1][C:2]1[CH:10]=[CH:9][C:5]([C:6](Cl)=[O:7])=[CH:4][CH:3]=1.[O:11]([CH2:18][C:19]1[O:20][C:21]2[CH2:22][NH:23][CH2:24][CH2:25][C:26]=2[N:27]=1)[C:12]1[CH:17]=[CH:16][CH:15]=[CH:14][CH:13]=1. The catalyst is C(Cl)Cl.C([O-])(O)=O.[Na+]. The product is [F:1][C:2]1[CH:10]=[CH:9][C:5]([C:6]([N:23]2[CH2:24][CH2:25][C:26]3[N:27]=[C:19]([CH2:18][O:11][C:12]4[CH:17]=[CH:16][CH:15]=[CH:14][CH:13]=4)[O:20][C:21]=3[CH2:22]2)=[O:7])=[CH:4][CH:3]=1. The yield is 0.670. (5) The reactants are [CH2:1]([O:8][C:9]([N:11]1[CH2:15][C@H:14]([O:16][C:17]([CH3:20])([CH3:19])[CH3:18])[CH2:13][C@H:12]1[C:21](=[O:30])[NH:22][C:23]1[CH:28]=[CH:27][CH:26]=[CH:25][C:24]=1Br)=[O:10])[C:2]1[CH:7]=[CH:6][CH:5]=[CH:4][CH:3]=1.C([O-])([O-])=O.[Cs+].[Cs+].O. The catalyst is COCCOC.[Cu]I. The product is [CH2:1]([O:8][C:9]([N:11]1[CH2:15][C@H:14]([O:16][C:17]([CH3:20])([CH3:19])[CH3:18])[CH2:13][C@H:12]1[C:21]1[O:30][C:24]2[CH:25]=[CH:26][CH:27]=[CH:28][C:23]=2[N:22]=1)=[O:10])[C:2]1[CH:7]=[CH:6][CH:5]=[CH:4][CH:3]=1. The yield is 0.575. (6) The reactants are [CH3:1][O:2][C:3]1[CH:4]=[C:5]2[C:10](=[CH:11][C:12]=1[O:13][CH3:14])[N:9]=[CH:8][CH:7]=[C:6]2[O:15][C:16]1[C:22]([CH3:23])=[CH:21][C:19]([NH2:20])=[C:18]([CH3:24])[CH:17]=1.Cl[C:26](Cl)([O:28][C:29](=[O:35])OC(Cl)(Cl)Cl)Cl.[CH:37]1([CH2:43]CO)[CH2:42][CH2:41][CH2:40][CH2:39][CH2:38]1.C(=O)(O)[O-].[Na+]. The catalyst is C(Cl)Cl.C(N(CC)CC)C.C1(C)C=CC=CC=1. The product is [CH3:1][O:2][C:3]1[CH:4]=[C:5]2[C:10](=[CH:11][C:12]=1[O:13][CH3:14])[N:9]=[CH:8][CH:7]=[C:6]2[O:15][C:16]1[C:22]([CH3:23])=[CH:21][C:19]([NH:20][C:29](=[O:35])[O:28][CH2:26][CH2:43][CH:37]2[CH2:42][CH2:41][CH2:40][CH2:39][CH2:38]2)=[C:18]([CH3:24])[CH:17]=1. The yield is 0.880. (7) The reactants are C[N:2]1[C:10]2[C:5](=[CH:6][C:7]([C:13]([OH:15])=[O:14])=[CH:8][C:9]=2[CH2:11][CH3:12])[C:4]([CH3:16])=[N:3]1.[Li+].[OH-]. The catalyst is CCO. The product is [CH2:11]([C:9]1[CH:8]=[C:7]([C:13]([OH:15])=[O:14])[CH:6]=[C:5]2[C:10]=1[NH:2][N:3]=[C:4]2[CH3:16])[CH3:12]. The yield is 0.690. (8) The reactants are [CH3:1][NH2:2].[NH:3]1[C:11]2[CH:10]=[CH:9][CH:8]=[C:7]([CH:12]=O)[C:6]=2[CH:5]=[CH:4]1.[BH4-].[Na+]. The catalyst is CO. The product is [NH:3]1[C:11]2[C:6](=[C:7]([CH2:12][NH:2][CH3:1])[CH:8]=[CH:9][CH:10]=2)[CH:5]=[CH:4]1. The yield is 0.545.